This data is from Forward reaction prediction with 1.9M reactions from USPTO patents (1976-2016). The task is: Predict the product of the given reaction. (1) Given the reactants [Si:1]([O:8][CH2:9][C:10]1[N:15]=[CH:14][C:13]2[N:16]=[CH:17][N:18]([C:19]3[S:23][C:22]([C:24]([O:26]C)=O)=[C:21]([O:28][CH:29]([C:31]4[CH:36]=[CH:35][C:34]([F:37])=[CH:33][C:32]=4[C:38]([F:41])([F:40])[F:39])[CH3:30])[CH:20]=3)[C:12]=2[CH:11]=1)([C:4]([CH3:7])([CH3:6])[CH3:5])([CH3:3])[CH3:2].[NH3:42], predict the reaction product. The product is: [Si:1]([O:8][CH2:9][C:10]1[N:15]=[CH:14][C:13]2[N:16]=[CH:17][N:18]([C:19]3[S:23][C:22]([C:24]([NH2:42])=[O:26])=[C:21]([O:28][CH:29]([C:31]4[CH:36]=[CH:35][C:34]([F:37])=[CH:33][C:32]=4[C:38]([F:40])([F:39])[F:41])[CH3:30])[CH:20]=3)[C:12]=2[CH:11]=1)([C:4]([CH3:7])([CH3:5])[CH3:6])([CH3:2])[CH3:3]. (2) Given the reactants Cl[C:2]1[S:3][C:4]2[CH:10]=[CH:9][CH:8]=[C:7]([CH3:11])[C:5]=2[N:6]=1.[C:12]([O:16][C:17]([N:19]1[CH2:24][CH2:23][C:22](S(C(F)(F)F)(=O)=O)=[CH:21][CH:20]1[CH3:32])=[O:18])([CH3:15])([CH3:14])[CH3:13].C[Sn](C)C.C[Sn](C)C.[Cl-].[Li+], predict the reaction product. The product is: [C:12]([O:16][C:17]([N:19]1[CH2:24][CH2:23][C:22]([C:2]2[S:3][C:4]3[CH:10]=[CH:9][CH:8]=[C:7]([CH3:11])[C:5]=3[N:6]=2)=[CH:21][CH:20]1[CH3:32])=[O:18])([CH3:15])([CH3:13])[CH3:14].